This data is from Experimentally validated miRNA-target interactions with 360,000+ pairs, plus equal number of negative samples. The task is: Binary Classification. Given a miRNA mature sequence and a target amino acid sequence, predict their likelihood of interaction. The miRNA is mmu-miR-188-3p with sequence CUCCCACAUGCAGGGUUUGCA. The protein sequence of the target gene is MSTVKEAAHRLSKSEMSLYAVLDLKKGASPEDFKKSYSHSALLPHPPFEYHLGRKLALRYHPDKNPGNAQAAEIFKEINAAHAILSDSKKRKIYDQHGSLGIYLYDHFGEEGVRYYFILNSCWFKTLVILCTLLTCCCFCCCCCFCCGALKPPPEQDSGRKYQQNVQSQPPRSGAKCDFRSEENSEDDF. Result: 0 (no interaction).